From a dataset of Full USPTO retrosynthesis dataset with 1.9M reactions from patents (1976-2016). Predict the reactants needed to synthesize the given product. Given the product [CH3:45][C:46]([CH3:51])([CH3:50])[C:47]([N:15]1[CH2:16][CH2:17][C:12]([CH2:18][CH2:19][N:20]2[C@H:21]3[CH2:27][CH2:26][C@@H:25]2[CH2:24][CH:23]([N:28]2[C:32]4[CH:33]=[CH:34][CH:35]=[CH:36][C:31]=4[N:30]=[C:29]2[CH3:37])[CH2:22]3)([C:8]2[CH:9]=[CH:10][CH:11]=[C:6]([O:5][CH2:3][CH3:4])[CH:7]=2)[CH2:13][CH2:14]1)=[O:48], predict the reactants needed to synthesize it. The reactants are: Cl.Cl.[CH2:3]([O:5][C:6]1[CH:7]=[C:8]([C:12]2([CH2:18][CH2:19][N:20]3[CH:25]4[CH2:26][CH2:27][CH:21]3[CH2:22][CH:23]([N:28]3[C:32]5[CH:33]=[CH:34][CH:35]=[CH:36][C:31]=5[N:30]=[C:29]3[CH3:37])[CH2:24]4)[CH2:17][CH2:16][NH:15][CH2:14][CH2:13]2)[CH:9]=[CH:10][CH:11]=1)[CH3:4].C(N(CC)CC)C.[CH3:45][C:46]([CH3:51])([CH3:50])[C:47](Cl)=[O:48].